From a dataset of Experimentally validated miRNA-target interactions with 360,000+ pairs, plus equal number of negative samples. Binary Classification. Given a miRNA mature sequence and a target amino acid sequence, predict their likelihood of interaction. The miRNA is hsa-miR-10b-3p with sequence ACAGAUUCGAUUCUAGGGGAAU. The protein sequence of the target gene is MDPVATHSCHLLQQLHEQRIQGLLCDCMLVVKGVCFKAHKNVLAAFSQYFRSLFQNSSSQKNDVFHLDVKNVSGIGQILDFMYTSHLDLNQDNIQVMLDTAQCLQVQNVLSLCHTFLKSATVVQPPGMPCNSTLSLQSTLTPDATCVISENYPPHLLQECSADAQQNKTLDESHPHASPSVNRHHSAGEISKQAPDTSDGSCTELPFKQPNYYYKLRNFYSKQYHKHAAGPSQERVVEQPFAFSTSTDLTTVESQPCAVSHSECILESPEHLPSNFLAQPVNDSAPHPESDATCQQPVKQ.... Result: 1 (interaction).